This data is from Full USPTO retrosynthesis dataset with 1.9M reactions from patents (1976-2016). The task is: Predict the reactants needed to synthesize the given product. (1) Given the product [Br:21][CH2:13][C:11]1[O:12][C:8]([C:4]2[CH:5]=[CH:6][CH:7]=[C:2]([Cl:1])[CH:3]=2)=[CH:9][N:10]=1, predict the reactants needed to synthesize it. The reactants are: [Cl:1][C:2]1[CH:3]=[C:4]([C:8]2[O:12][C:11]([CH3:13])=[N:10][CH:9]=2)[CH:5]=[CH:6][CH:7]=1.C1C(=O)N([Br:21])C(=O)C1. (2) The reactants are: [C:1]([O:5][C:6](=[O:14])[NH:7][O:8][CH2:9][CH2:10][CH2:11][CH2:12][NH2:13])([CH3:4])([CH3:3])[CH3:2].O=C1CCC(=O)N1[O:22][C:23](=O)[CH2:24][O:25][C:26]1[CH:37]=[CH:36][C:29]2[C:30]([CH3:35])=[CH:31][C:32](=[O:34])[O:33][C:28]=2[CH:27]=1.C(N(C(C)C)C(C)C)C.S([O-])(O)(=O)=O.[Na+]. Given the product [C:1]([O:5][C:6](=[O:14])[NH:7][O:8][CH2:9][CH2:10][CH2:11][CH2:12][NH:13][C:23](=[O:22])[CH2:24][O:25][C:26]1[CH:27]=[C:28]2[C:29]([C:30]([CH3:35])=[CH:31][C:32](=[O:34])[O:33]2)=[CH:36][CH:37]=1)([CH3:4])([CH3:2])[CH3:3], predict the reactants needed to synthesize it.